The task is: Predict which catalyst facilitates the given reaction.. This data is from Catalyst prediction with 721,799 reactions and 888 catalyst types from USPTO. (1) Reactant: [CH3:1][C:2]1[CH:7]=[C:6]([N+:8]([O-:10])=[O:9])[CH:5]=[C:4]([CH3:11])[C:3]=1[NH2:12].[CH:13]1([CH2:18][C:19](Cl)=[O:20])[CH2:17][CH2:16][CH2:15][CH2:14]1.O. Product: [CH:13]1([CH2:18][C:19]([NH:12][C:3]2[C:2]([CH3:1])=[CH:7][C:6]([N+:8]([O-:10])=[O:9])=[CH:5][C:4]=2[CH3:11])=[O:20])[CH2:17][CH2:16][CH2:15][CH2:14]1. The catalyst class is: 10. (2) Reactant: [C:1]1([C:7]2[N:11]([CH2:12][C:13]3[CH:18]=[CH:17][C:16]([C:19]([F:22])([F:21])[F:20])=[CH:15][CH:14]=3)[C:10]([C:23]3[CH:24]=[C:25]4[C:30](=[CH:31][CH:32]=3)[CH:29]=[C:28]([O:33][CH2:34][C:35]#[N:36])[CH:27]=[CH:26]4)=[CH:9][CH:8]=2)[CH:6]=[CH:5][CH:4]=[CH:3][CH:2]=1.[Cl-].[NH4+].[N-:39]=[N+:40]=[N-:41].[Na+].Cl. Product: [C:1]1([C:7]2[N:11]([CH2:12][C:13]3[CH:18]=[CH:17][C:16]([C:19]([F:21])([F:20])[F:22])=[CH:15][CH:14]=3)[C:10]([C:23]3[CH:24]=[C:25]4[C:30](=[CH:31][CH:32]=3)[CH:29]=[C:28]([O:33][CH2:34][C:35]3[NH:41][N:40]=[N:39][N:36]=3)[CH:27]=[CH:26]4)=[CH:9][CH:8]=2)[CH:2]=[CH:3][CH:4]=[CH:5][CH:6]=1. The catalyst class is: 31. (3) Reactant: O.O.O.O.O.O.C(O[O-])(=O)C1C(=CC=CC=1)C([O-])=[O:11].[Mg+2].[CH:21]1([O:24][C:25]2[CH:26]=[C:27]([CH:35]([C:43]3[CH:44]=[CH:45][C:46]([C:49]([OH:52])([CH3:51])[CH3:50])=[N:47][CH:48]=3)[CH2:36][C:37]3[CH:38]=[N:39][CH:40]=[CH:41][CH:42]=3)[CH:28]=[CH:29][C:30]=2[O:31][CH:32]([F:34])[F:33])[CH2:23][CH2:22]1. Product: [CH:21]1([O:24][C:25]2[CH:26]=[C:27]([CH:35]([C:43]3[CH:44]=[CH:45][C:46]([C:49]([OH:52])([CH3:50])[CH3:51])=[N:47][CH:48]=3)[CH2:36][C:37]3[CH:38]=[N+:39]([O-:11])[CH:40]=[CH:41][CH:42]=3)[CH:28]=[CH:29][C:30]=2[O:31][CH:32]([F:33])[F:34])[CH2:22][CH2:23]1. The catalyst class is: 61. (4) Reactant: [Cl:1][C:2]1[CH:3]=[C:4]([C:8]2[N:9]=[C:10]([NH:16][C:17]3[CH:22]=[C:21]([CH:23]=[O:24])[C:20]([O:25][CH3:26])=[CH:19][C:18]=3[N+:27]([O-])=O)[S:11][C:12]=2[C:13]([NH2:15])=[O:14])[CH:5]=[CH:6][CH:7]=1.[Cl-].[NH4+].O1CCC[CH2:33]1.COC(OC)OC. Product: [Cl:1][C:2]1[CH:3]=[C:4]([C:8]2[N:9]=[C:10]([N:16]3[C:17]4[CH:22]=[C:21]([CH:23]=[O:24])[C:20]([O:25][CH3:26])=[CH:19][C:18]=4[N:27]=[CH:33]3)[S:11][C:12]=2[C:13]([NH2:15])=[O:14])[CH:5]=[CH:6][CH:7]=1. The catalyst class is: 763. (5) Reactant: Br[C:2]1[S:6][C:5]([CH2:7][C:8]([CH3:15])([CH3:14])[C:9]([O:11][CH2:12][CH3:13])=[O:10])=[N:4][CH:3]=1.[B:16]1([B:16]2[O:20][C:19]([CH3:22])([CH3:21])[C:18]([CH3:24])([CH3:23])[O:17]2)[O:20][C:19]([CH3:22])([CH3:21])[C:18]([CH3:24])([CH3:23])[O:17]1.CC([O-])=O.[K+]. Product: [CH3:14][C:8]([CH3:15])([CH2:7][C:5]1[S:6][C:2]([B:16]2[O:20][C:19]([CH3:22])([CH3:21])[C:18]([CH3:24])([CH3:23])[O:17]2)=[CH:3][N:4]=1)[C:9]([O:11][CH2:12][CH3:13])=[O:10]. The catalyst class is: 75.